Dataset: Catalyst prediction with 721,799 reactions and 888 catalyst types from USPTO. Task: Predict which catalyst facilitates the given reaction. Reactant: [CH2:1](Br)[CH:2]=[CH2:3].[P:5]([O:12]CC)([O:9][CH2:10][CH3:11])[O:6][CH2:7][CH3:8]. Product: [CH2:1]([P:5](=[O:12])([O:9][CH2:10][CH3:11])[O:6][CH2:7][CH3:8])[CH:2]=[CH2:3]. The catalyst class is: 22.